Task: Predict which catalyst facilitates the given reaction.. Dataset: Catalyst prediction with 721,799 reactions and 888 catalyst types from USPTO (1) Reactant: [CH2:1]([N:8]1[C:12]([CH3:13])=[C:11]([C:14]2[CH:19]=[CH:18][CH:17]=[CH:16][C:15]=2[NH:20]C(=O)C(C)(C)C)[C:10]([C:27]#[N:28])=[N:9]1)[C:2]1[CH:7]=[CH:6][CH:5]=[CH:4][CH:3]=1.CC(C)([O-])C.[Na+]. Product: [CH2:1]([N:8]1[C:12]([CH3:13])=[C:11]2[C:10]([C:27]([NH2:28])=[N:20][C:15]3[CH:16]=[CH:17][CH:18]=[CH:19][C:14]=32)=[N:9]1)[C:2]1[CH:7]=[CH:6][CH:5]=[CH:4][CH:3]=1. The catalyst class is: 8. (2) Reactant: [Br:1][C:2]1[C:8]([CH:9]([F:11])[F:10])=[CH:7][C:5]([NH2:6])=[C:4]([O:12][CH2:13][CH2:14]Cl)[CH:3]=1.[I-].[K+].C(=O)([O-])[O-].[K+].[K+].O. Product: [Br:1][C:2]1[C:8]([CH:9]([F:11])[F:10])=[CH:7][C:5]2[NH:6][CH2:14][CH2:13][O:12][C:4]=2[CH:3]=1. The catalyst class is: 3. (3) Product: [F:11][C:12]1[C:17]([F:18])=[CH:16][CH:15]=[CH:14][C:13]=1[CH:19]1[CH2:29][CH2:28][C:27](=[O:30])[C:22]2=[N:23][CH:24]=[CH:25][CH:26]=[C:21]2[CH:20]1[F:31]. The catalyst class is: 4. Reactant: C(Cl)(=O)C(Cl)=O.CS(C)=O.[F:11][C:12]1[C:17]([F:18])=[CH:16][CH:15]=[CH:14][C:13]=1[CH:19]1[CH2:29][CH2:28][CH:27]([OH:30])[C:22]2=[N:23][CH:24]=[CH:25][CH:26]=[C:21]2[CH:20]1[F:31].C(N(CC)CC)C. (4) Reactant: C1(C(C2C=CC=CC=2)(C2C=CC=CC=2)[NH:8][C@H:9]([C:35]([O:37][CH3:38])=[O:36])[CH2:10][O:11][C:12]2[CH:13]=[C:14]([C:18]3[CH:23]=[CH:22][CH:21]=[C:20]([NH:24][C:25]([NH:27][CH2:28][C:29]4[CH:34]=[CH:33][CH:32]=[CH:31][N:30]=4)=[O:26])[CH:19]=3)[CH:15]=[CH:16][CH:17]=2)C=CC=CC=1.[ClH:51]. Product: [ClH:51].[N:30]1[CH:31]=[CH:32][CH:33]=[CH:34][C:29]=1[CH2:28][NH:27][C:25]([NH:24][C:20]1[CH:19]=[C:18]([C:14]2[CH:15]=[CH:16][CH:17]=[C:12]([O:11][CH2:10][C@@H:9]([C:35]([O:37][CH3:38])=[O:36])[NH2:8])[CH:13]=2)[CH:23]=[CH:22][CH:21]=1)=[O:26]. The catalyst class is: 12. (5) Reactant: [Cl:1][C:2]1[CH:7]=[CH:6][C:5]([C:8]2[N:12]([CH:13]([CH:16]3[CH2:21][CH2:20][CH2:19][CH2:18][CH2:17]3)[CH2:14][OH:15])[C:11]3[CH:22]=[C:23]([F:27])[C:24]([F:26])=[CH:25][C:10]=3[N:9]=2)=[CH:4][CH:3]=1.O[C:29]1[CH:39]=[CH:38][C:32]([C:33]([O:35][CH2:36][CH3:37])=[O:34])=[CH:31][CH:30]=1.C1(P(C2C=CC=CC=2)C2C=CC=CC=2)C=CC=CC=1.N(C(OCC)=O)=NC(OCC)=O. Product: [CH2:36]([O:35][C:33](=[O:34])[C:32]1[CH:38]=[CH:39][C:29]([O:15][CH2:14][CH:13]([N:12]2[C:11]3[CH:22]=[C:23]([F:27])[C:24]([F:26])=[CH:25][C:10]=3[N:9]=[C:8]2[C:5]2[CH:6]=[CH:7][C:2]([Cl:1])=[CH:3][CH:4]=2)[CH:16]2[CH2:17][CH2:18][CH2:19][CH2:20][CH2:21]2)=[CH:30][CH:31]=1)[CH3:37]. The catalyst class is: 7. (6) Reactant: [Cl:1][C:2]1[CH:7]=[CH:6][C:5]([C:8]2[C:17]3[C:12](=[CH:13][CH:14]=[C:15]([C:18]([OH:20])=O)[CH:16]=3)[CH:11]=[N:10][CH:9]=2)=[CH:4][CH:3]=1.F[B-](F)(F)F.N1(OC(N(C)C)=[N+](C)C)C2C=CC=CC=2N=N1.C(N(CC)C(C)C)(C)C.[CH3:52][S:53]([NH:56][NH2:57])(=[O:55])=[O:54]. Product: [Cl:1][C:2]1[CH:7]=[CH:6][C:5]([C:8]2[C:17]3[C:12](=[CH:13][CH:14]=[C:15]([C:18]([NH:57][NH:56][S:53]([CH3:52])(=[O:55])=[O:54])=[O:20])[CH:16]=3)[CH:11]=[N:10][CH:9]=2)=[CH:4][CH:3]=1. The catalyst class is: 9. (7) Reactant: [C:1]([C:4]1[CH:5]=[CH:6][C:7]([NH:10][C:11](=[O:28])[CH:12]([NH:16][C:17](=[O:27])[CH2:18][C:19]2[CH:24]=[C:23]([F:25])[CH:22]=[C:21]([F:26])[CH:20]=2)[CH2:13][CH2:14][CH3:15])=[N:8][CH:9]=1)(=O)[CH3:2].[CH2:29]([NH2:33])[CH2:30][CH2:31][CH3:32].C(O[BH-](OC(=O)C)OC(=O)C)(=O)C.[Na+].C([BH3-])#N.[Na+]. Product: [CH2:29]([NH:33][CH:1]([C:4]1[CH:5]=[CH:6][C:7]([NH:10][C:11](=[O:28])[CH:12]([NH:16][C:17](=[O:27])[CH2:18][C:19]2[CH:24]=[C:23]([F:25])[CH:22]=[C:21]([F:26])[CH:20]=2)[CH2:13][CH2:14][CH3:15])=[N:8][CH:9]=1)[CH3:2])[CH2:30][CH2:31][CH3:32]. The catalyst class is: 15.